This data is from Peptide-MHC class I binding affinity with 185,985 pairs from IEDB/IMGT. The task is: Regression. Given a peptide amino acid sequence and an MHC pseudo amino acid sequence, predict their binding affinity value. This is MHC class I binding data. (1) The peptide sequence is IPYLRNYMVI. The MHC is HLA-A02:01 with pseudo-sequence HLA-A02:01. The binding affinity (normalized) is 0. (2) The peptide sequence is TPETLGHEI. The MHC is HLA-A68:02 with pseudo-sequence HLA-A68:02. The binding affinity (normalized) is 0.0398. (3) The peptide sequence is AFFAFRYV. The MHC is H-2-Kb with pseudo-sequence H-2-Kb. The binding affinity (normalized) is 0.578. (4) The peptide sequence is NVTYNIKPV. The MHC is HLA-A02:02 with pseudo-sequence HLA-A02:02. The binding affinity (normalized) is 0.0724. (5) The peptide sequence is ETDQMDTIY. The MHC is HLA-A11:01 with pseudo-sequence HLA-A11:01. The binding affinity (normalized) is 0.213. (6) The peptide sequence is TIISEEYLSK. The MHC is HLA-A68:01 with pseudo-sequence HLA-A68:01. The binding affinity (normalized) is 0.741. (7) The peptide sequence is QLTPHTKAV. The MHC is HLA-A68:02 with pseudo-sequence HLA-A68:02. The binding affinity (normalized) is 0.209. (8) The peptide sequence is SMLPPGYPV. The MHC is HLA-A02:01 with pseudo-sequence HLA-A02:01. The binding affinity (normalized) is 0.703. (9) The binding affinity (normalized) is 0. The peptide sequence is RRWIQLGLQK. The MHC is HLA-B08:01 with pseudo-sequence HLA-B08:01.